This data is from Full USPTO retrosynthesis dataset with 1.9M reactions from patents (1976-2016). The task is: Predict the reactants needed to synthesize the given product. (1) Given the product [Cl:58][C:43]1[S:42][C:41]([CH:10]2[C@H:9]([O:8][CH2:1][C:2]3[CH:7]=[CH:6][CH:5]=[CH:4][CH:3]=3)[C@@H:14]([O:15][CH2:16][C:17]3[CH:18]=[CH:19][CH:20]=[CH:21][CH:22]=3)[C@H:13]([O:23][CH2:24][C:25]3[CH:26]=[CH:27][CH:28]=[CH:29][CH:30]=3)[C@@H:12]([CH2:31][O:32][CH2:33][C:34]3[CH:39]=[CH:38][CH:37]=[CH:36][CH:35]=3)[O:11]2)=[CH:45][C:44]=1[CH2:46][O:47][Si:48]([CH:55]([CH3:56])[CH3:57])([CH:49]([CH3:50])[CH3:51])[CH:52]([CH3:53])[CH3:54], predict the reactants needed to synthesize it. The reactants are: [CH2:1]([O:8][C@@H:9]1[C@@H:14]([O:15][CH2:16][C:17]2[CH:22]=[CH:21][CH:20]=[CH:19][CH:18]=2)[C@H:13]([O:23][CH2:24][C:25]2[CH:30]=[CH:29][CH:28]=[CH:27][CH:26]=2)[C@@H:12]([CH2:31][O:32][CH2:33][C:34]2[CH:39]=[CH:38][CH:37]=[CH:36][CH:35]=2)[O:11][C:10]1([C:41]1[S:42][C:43]([Cl:58])=[C:44]([CH2:46][O:47][Si:48]([CH:55]([CH3:57])[CH3:56])([CH:52]([CH3:54])[CH3:53])[CH:49]([CH3:51])[CH3:50])[CH:45]=1)O)[C:2]1[CH:7]=[CH:6][CH:5]=[CH:4][CH:3]=1.C([SiH](CC)CC)C.B(F)(F)F.CCOCC.C([O-])([O-])=O.[K+].[K+]. (2) Given the product [F:28][C:24]1[CH:25]=[CH:26][CH:27]=[C:2]([F:1])[C:3]=1[C:4]([NH:6][C:7]1[CH:11]=[CH:10][N:9]([CH2:12][C:13]2[CH:18]=[CH:17][C:16]([O:19][C:36]3[N:41]=[CH:40][CH:39]=[CH:38][N:37]=3)=[CH:15][C:14]=2[C:20]([F:23])([F:21])[F:22])[N:8]=1)=[O:5], predict the reactants needed to synthesize it. The reactants are: [F:1][C:2]1[CH:27]=[CH:26][CH:25]=[C:24]([F:28])[C:3]=1[C:4]([NH:6][C:7]1[CH:11]=[CH:10][N:9]([CH2:12][C:13]2[CH:18]=[CH:17][C:16]([OH:19])=[CH:15][C:14]=2[C:20]([F:23])([F:22])[F:21])[N:8]=1)=[O:5].CC(C)([O-])C.[K+].Cl[C:36]1[N:41]=[CH:40][CH:39]=[CH:38][N:37]=1. (3) Given the product [F:1][C:2]1[CH:7]=[CH:6][CH:5]=[C:4]([F:8])[C:3]=1[N:9]1[C:14]2[N:15]=[C:16]([NH:38][CH:35]3[CH2:36][CH2:37][O:33][CH2:34]3)[N:17]=[C:18]([C:19]3[CH:24]=[CH:23][C:22]([F:25])=[CH:21][C:20]=3[CH3:26])[C:13]=2[CH:12]=[CH:11][C:10]1=[O:31], predict the reactants needed to synthesize it. The reactants are: [F:1][C:2]1[CH:7]=[CH:6][CH:5]=[C:4]([F:8])[C:3]=1[N:9]1[C:14]2[N:15]=[C:16](S(C)(=O)=O)[N:17]=[C:18]([C:19]3[CH:24]=[CH:23][C:22]([F:25])=[CH:21][C:20]=3[CH3:26])[C:13]=2[CH:12]=[CH:11][C:10]1=[O:31].Cl.[O:33]1[CH2:37][CH2:36][CH:35]([NH2:38])[CH2:34]1.C(N(CC)CC)C. (4) Given the product [CH2:1]([S:8]([NH:11][C:12]([CH:14]1[CH2:19][CH2:18][N:17]([C:20]2[C:28]([C:29]#[N:30])=[CH:27][C:23]([C:24]([O:26][CH:40]([CH3:41])[CH3:39])=[O:25])=[C:22]([CH2:31][N:32]3[CH2:37][CH2:36][CH2:35][CH2:34][C:33]3=[O:38])[N:21]=2)[CH2:16][CH2:15]1)=[O:13])(=[O:9])=[O:10])[C:2]1[CH:7]=[CH:6][CH:5]=[CH:4][CH:3]=1, predict the reactants needed to synthesize it. The reactants are: [CH2:1]([S:8]([NH:11][C:12]([CH:14]1[CH2:19][CH2:18][N:17]([C:20]2[C:28]([C:29]#[N:30])=[CH:27][C:23]([C:24]([OH:26])=[O:25])=[C:22]([CH2:31][N:32]3[CH2:37][CH2:36][CH2:35][CH2:34][C:33]3=[O:38])[N:21]=2)[CH2:16][CH2:15]1)=[O:13])(=[O:10])=[O:9])[C:2]1[CH:7]=[CH:6][CH:5]=[CH:4][CH:3]=1.[CH3:39][CH:40](O)[CH3:41].CCN(C(C)C)C(C)C.C(Cl)Cl. (5) Given the product [CH3:21][O:22][C:23]1[CH:28]=[CH:27][C:26]([NH:29][C:2]2[N:3]([CH2:18][CH2:19][CH3:20])[C:4](=[O:17])[C:5]3[NH:6][C:7]([C:11]4[CH:12]=[N:13][N:14]([CH3:16])[CH:15]=4)=[N:8][C:9]=3[N:10]=2)=[CH:25][CH:24]=1, predict the reactants needed to synthesize it. The reactants are: Cl[C:2]1[N:3]([CH2:18][CH2:19][CH3:20])[C:4](=[O:17])[C:5]2[NH:6][C:7]([C:11]3[CH:12]=[N:13][N:14]([CH3:16])[CH:15]=3)=[N:8][C:9]=2[N:10]=1.[CH3:21][O:22][C:23]1[CH:28]=[CH:27][C:26]([NH2:29])=[CH:25][CH:24]=1. (6) Given the product [ClH:33].[ClH:33].[ClH:33].[C:2]1([N:1]([CH:8]2[CH2:13][CH2:12][N:11]([CH2:14][C:15]3[CH:20]=[CH:19][N:18]=[C:17]([C:21]4[CH:26]=[C:25]([O:27][CH3:28])[C:24]([O:29][CH3:30])=[C:23]([O:31][CH3:32])[CH:22]=4)[CH:16]=3)[CH2:10][CH2:9]2)[CH2:34][C:35]2[CH:40]=[CH:39][N:38]=[C:37]([C:41]3[CH:46]=[C:45]([O:47][CH3:48])[C:44]([O:49][CH3:50])=[C:43]([O:51][CH3:52])[CH:42]=3)[CH:36]=2)[CH:7]=[CH:6][CH:5]=[CH:4][CH:3]=1, predict the reactants needed to synthesize it. The reactants are: [NH:1]([CH:8]1[CH2:13][CH2:12][N:11]([CH2:14][C:15]2[CH:20]=[CH:19][N:18]=[C:17]([C:21]3[CH:26]=[C:25]([O:27][CH3:28])[C:24]([O:29][CH3:30])=[C:23]([O:31][CH3:32])[CH:22]=3)[CH:16]=2)[CH2:10][CH2:9]1)[C:2]1[CH:7]=[CH:6][CH:5]=[CH:4][CH:3]=1.[Cl:33][CH2:34][C:35]1[CH:40]=[CH:39][N:38]=[C:37]([C:41]2[CH:46]=[C:45]([O:47][CH3:48])[C:44]([O:49][CH3:50])=[C:43]([O:51][CH3:52])[CH:42]=2)[CH:36]=1. (7) Given the product [Cl:23][C:24]1[CH:29]=[CH:28][C:27]2[N:20]([C:18]([CH:17]([C:13]3[CH:14]=[C:15]4[C:10](=[CH:11][CH:12]=3)[N:9]=[CH:8][C:7]([C:5]3[CH:4]=[N:3][N:2]([CH3:1])[CH:6]=3)=[CH:16]4)[CH3:22])=[N:25][N:26]=2)[N:21]=1, predict the reactants needed to synthesize it. The reactants are: [CH3:1][N:2]1[CH:6]=[C:5]([C:7]2[CH:8]=[N:9][C:10]3[C:15]([CH:16]=2)=[CH:14][C:13]([CH:17]([CH3:22])[C:18]([NH:20][NH2:21])=O)=[CH:12][CH:11]=3)[CH:4]=[N:3]1.[Cl:23][C:24]1[N:25]=[N:26][C:27](Cl)=[CH:28][CH:29]=1. (8) Given the product [BrH:1].[NH2:2][CH2:3][C:4](=[O:10])[CH2:5][CH2:6][C:7]([O:9][CH2:11][C:12]1[CH:17]=[CH:16][CH:15]=[CH:14][CH:13]=1)=[O:8], predict the reactants needed to synthesize it. The reactants are: [BrH:1].[NH2:2][CH2:3][C:4](=[O:10])[CH2:5][CH2:6][C:7]([OH:9])=[O:8].[CH2:11](O)[C:12]1[CH:17]=[CH:16][CH:15]=[CH:14][CH:13]=1. (9) The reactants are: C([O:3][C:4](=[O:27])[C@@H:5]([N:10]1[CH2:14][C:13]([O:15][C:16]2[CH:21]=[CH:20][CH:19]=[C:18]([CH:22]3[CH2:24][CH2:23]3)[C:17]=2[F:25])=[CH:12][C:11]1=[O:26])[CH2:6][CH:7]([CH3:9])[CH3:8])C.O.[OH-].[Li+]. Given the product [CH:22]1([C:18]2[C:17]([F:25])=[C:16]([CH:21]=[CH:20][CH:19]=2)[O:15][C:13]2[CH2:14][N:10]([C@@H:5]([CH2:6][CH:7]([CH3:9])[CH3:8])[C:4]([OH:27])=[O:3])[C:11](=[O:26])[CH:12]=2)[CH2:23][CH2:24]1, predict the reactants needed to synthesize it.